Dataset: NCI-60 drug combinations with 297,098 pairs across 59 cell lines. Task: Regression. Given two drug SMILES strings and cell line genomic features, predict the synergy score measuring deviation from expected non-interaction effect. (1) Drug 1: CN(CC1=CN=C2C(=N1)C(=NC(=N2)N)N)C3=CC=C(C=C3)C(=O)NC(CCC(=O)O)C(=O)O. Drug 2: C1C(C(OC1N2C=NC3=C(N=C(N=C32)Cl)N)CO)O. Cell line: HCT116. Synergy scores: CSS=44.5, Synergy_ZIP=-4.61, Synergy_Bliss=-7.86, Synergy_Loewe=-14.5, Synergy_HSA=-10.7. (2) Drug 1: CCC1=C2CN3C(=CC4=C(C3=O)COC(=O)C4(CC)O)C2=NC5=C1C=C(C=C5)O. Drug 2: C#CCC(CC1=CN=C2C(=N1)C(=NC(=N2)N)N)C3=CC=C(C=C3)C(=O)NC(CCC(=O)O)C(=O)O. Cell line: OVCAR-5. Synergy scores: CSS=66.9, Synergy_ZIP=-2.17, Synergy_Bliss=-2.28, Synergy_Loewe=-8.66, Synergy_HSA=-0.494. (3) Drug 1: CNC(=O)C1=CC=CC=C1SC2=CC3=C(C=C2)C(=NN3)C=CC4=CC=CC=N4. Drug 2: C1=NC2=C(N1)C(=S)N=C(N2)N. Cell line: SK-MEL-28. Synergy scores: CSS=-4.69, Synergy_ZIP=-1.24, Synergy_Bliss=-5.04, Synergy_Loewe=-8.84, Synergy_HSA=-8.30. (4) Drug 1: C1CCC(C(C1)N)N.C(=O)(C(=O)[O-])[O-].[Pt+4]. Drug 2: CC12CCC3C(C1CCC2OP(=O)(O)O)CCC4=C3C=CC(=C4)OC(=O)N(CCCl)CCCl.[Na+]. Cell line: 786-0. Synergy scores: CSS=29.2, Synergy_ZIP=-8.60, Synergy_Bliss=-1.23, Synergy_Loewe=-33.0, Synergy_HSA=-0.822.